Dataset: Reaction yield outcomes from USPTO patents with 853,638 reactions. Task: Predict the reaction yield, written as a fraction of the theoretical maximum amount of product (1.0 means a 100% yield; for example, 0.34 means a 34% yield). The reactants are Br[C:2]1[N:3]=[CH:4][C:5]([N:8]([CH3:31])[C@@H:9]2[CH2:13][CH2:12][N:11]([C:14]3[C:15]4[CH:22]=[CH:21][N:20]([CH2:23][O:24][CH2:25][CH2:26][Si:27]([CH3:30])([CH3:29])[CH3:28])[C:16]=4[N:17]=[CH:18][N:19]=3)[CH2:10]2)=[N:6][CH:7]=1.[O-]CC.[Na+].O. The catalyst is CCO. The product is [CH3:31][N:8]([C@@H:9]1[CH2:13][CH2:12][N:11]([C:14]2[C:15]3[CH:22]=[CH:21][N:20]([CH2:23][O:24][CH2:25][CH2:26][Si:27]([CH3:28])([CH3:30])[CH3:29])[C:16]=3[N:17]=[CH:18][N:19]=2)[CH2:10]1)[C:5]1[CH:4]=[N:3][CH:2]=[CH:7][N:6]=1. The yield is 0.478.